Task: Predict which catalyst facilitates the given reaction.. Dataset: Catalyst prediction with 721,799 reactions and 888 catalyst types from USPTO (1) Reactant: [Si:1]([O:8][CH2:9][CH2:10][C@H:11]1[CH2:22][CH2:21][C:20]2[S:19][C:18]3[N:17]=[CH:16][N:15]=[C:14](Cl)[C:13]=3[C:12]1=2)([C:4]([CH3:7])([CH3:6])[CH3:5])([CH3:3])[CH3:2].[CH2:24]([N:26]([CH:34]1[CH2:39][CH2:38][CH:37]([OH:40])[CH2:36][CH2:35]1)[C:27](=[O:33])[O:28][C:29]([CH3:32])([CH3:31])[CH3:30])[CH3:25].[H-].[Na+]. Product: [Si:1]([O:8][CH2:9][CH2:10][C@H:11]1[CH2:22][CH2:21][C:20]2[S:19][C:18]3[N:17]=[CH:16][N:15]=[C:14]([O:40][CH:37]4[CH2:38][CH2:39][CH:34]([N:26]([CH2:24][CH3:25])[C:27](=[O:33])[O:28][C:29]([CH3:30])([CH3:31])[CH3:32])[CH2:35][CH2:36]4)[C:13]=3[C:12]1=2)([C:4]([CH3:7])([CH3:6])[CH3:5])([CH3:3])[CH3:2]. The catalyst class is: 7. (2) Reactant: C(OC([N:11]1[CH2:16][CH2:15][CH:14]([C:17](=[O:34])[NH:18][C:19]2[CH:24]=[C:23]([C:25]3[CH:30]=[C:29]([F:31])[CH:28]=[CH:27][C:26]=3[O:32][CH3:33])[N:22]=[CH:21][N:20]=2)[CH2:13][CH2:12]1)=O)C1C=CC=CC=1. Product: [F:31][C:29]1[CH:28]=[CH:27][C:26]([O:32][CH3:33])=[C:25]([C:23]2[N:22]=[CH:21][N:20]=[C:19]([NH:18][C:17]([CH:14]3[CH2:15][CH2:16][NH:11][CH2:12][CH2:13]3)=[O:34])[CH:24]=2)[CH:30]=1. The catalyst class is: 19. (3) Reactant: [CH3:1][C:2]1[CH:7]=[CH:6][C:5]([N+:8]([O-])=O)=[CH:4][C:3]=1[NH:11][C:12](=[O:20])[CH2:13][N:14]1[CH2:19][CH2:18][O:17][CH2:16][CH2:15]1. Product: [NH2:8][C:5]1[CH:6]=[CH:7][C:2]([CH3:1])=[C:3]([NH:11][C:12](=[O:20])[CH2:13][N:14]2[CH2:15][CH2:16][O:17][CH2:18][CH2:19]2)[CH:4]=1. The catalyst class is: 78. (4) Reactant: [OH:1][C:2]1[CH:3]=[C:4]([CH:16]=[CH:17][CH:18]=1)[O:5][C:6]1[CH:7]=[C:8]([C:14]#[N:15])[CH:9]=[C:10]([CH:13]=1)[C:11]#[N:12].C(=O)([O-])[O-].[K+].[K+].Br[C:26]1[CH:33]=[CH:32][C:29]([C:30]#[N:31])=[CH:28][C:27]=1[C:34]#[N:35]. Product: [C:30]([C:29]1[CH:28]=[C:27]([C:34]#[N:35])[CH:26]=[CH:33][C:32]=1[O:1][C:2]1[CH:3]=[C:4]([CH:16]=[CH:17][CH:18]=1)[O:5][C:6]1[CH:13]=[C:10]([C:11]#[N:12])[CH:9]=[C:8]([CH:7]=1)[C:14]#[N:15])#[N:31]. The catalyst class is: 60. (5) The catalyst class is: 1. Product: [OH:17][CH2:16][CH2:15][C:14]1[NH:9][C:6]2[C:5]([CH:13]=1)=[CH:4][C:3]([CH:1]=[O:2])=[CH:8][CH:7]=2. Reactant: [CH:1]([C:3]1[CH:8]=[CH:7][C:6]([NH:9]C(=O)C)=[C:5]([C:13]#[C:14][CH2:15][CH2:16][OH:17])[CH:4]=1)=[O:2].CCCC[N+](CCCC)(CCCC)CCCC.[F-]. (6) Reactant: BrC1C=CC(S([O:11][C@@H:12]2[CH2:16][N:15]([C:17]([O:19][C:20]([CH3:23])([CH3:22])[CH3:21])=[O:18])[C@H:14]([C:24]([O:26][CH3:27])=[O:25])[CH2:13]2)(=O)=O)=CC=1.[Br:28][C:29]1[CH:30]=[C:31]2[C:36](=[CH:37][C:38]=1[O:39][CH3:40])[N:35]=[C:34]([O:41][CH2:42][CH3:43])[CH:33]=[C:32]2O.C([O-])([O-])=O.[Cs+].[Cs+]. Product: [Br:28][C:29]1[CH:30]=[C:31]2[C:36](=[CH:37][C:38]=1[O:39][CH3:40])[N:35]=[C:34]([O:41][CH2:42][CH3:43])[CH:33]=[C:32]2[O:11][C@H:12]1[CH2:16][N:15]([C:17]([O:19][C:20]([CH3:21])([CH3:22])[CH3:23])=[O:18])[C@H:14]([C:24]([O:26][CH3:27])=[O:25])[CH2:13]1. The catalyst class is: 179. (7) Reactant: [CH3:1][C:2]([O:5][C:6]([NH:8][C@H:9]([C:22]([OH:24])=O)[CH2:10][CH2:11][C:12]([O:14][CH2:15][C:16]1[CH:21]=[CH:20][CH:19]=[CH:18][CH:17]=1)=[O:13])=[O:7])([CH3:4])[CH3:3].C1C=CC2N(O)N=NC=2C=1.C(Cl)CCl.[CH2:39]([NH:46][CH2:47][C:48]([O:50][CH2:51][CH3:52])=[O:49])[C:40]1[CH:45]=[CH:44][CH:43]=[CH:42][CH:41]=1. Product: [CH2:39]([N:46]([CH2:47][C:48]([O:50][CH2:51][CH3:52])=[O:49])[C:22](=[O:24])[C@@H:9]([NH:8][C:6]([O:5][C:2]([CH3:1])([CH3:3])[CH3:4])=[O:7])[CH2:10][CH2:11][C:12]([O:14][CH2:15][C:16]1[CH:17]=[CH:18][CH:19]=[CH:20][CH:21]=1)=[O:13])[C:40]1[CH:45]=[CH:44][CH:43]=[CH:42][CH:41]=1. The catalyst class is: 2.